This data is from Catalyst prediction with 721,799 reactions and 888 catalyst types from USPTO. The task is: Predict which catalyst facilitates the given reaction. (1) Reactant: Br[CH2:2][C:3]([N:5]([CH2:7][C:8]1[S:16][C:15]2[C:14]([N:17]3[CH2:22][CH2:21][O:20][CH2:19][CH2:18]3)=[N:13][C:12]([Cl:23])=[N:11][C:10]=2[CH:9]=1)[CH3:6])=[O:4].CCN(CC)CC.[CH3:31][S:32]([CH:35]1[CH2:39][CH2:38][NH:37][CH2:36]1)(=[O:34])=[O:33]. Product: [Cl:23][C:12]1[N:13]=[C:14]([N:17]2[CH2:22][CH2:21][O:20][CH2:19][CH2:18]2)[C:15]2[S:16][C:8]([CH2:7][N:5]([CH3:6])[C:3](=[O:4])[CH2:2][N:37]3[CH2:38][CH2:39][CH:35]([S:32]([CH3:31])(=[O:34])=[O:33])[CH2:36]3)=[CH:9][C:10]=2[N:11]=1. The catalyst class is: 12. (2) Reactant: C[O:2][C:3]1[CH:4]=[C:5]2[C:10](=[CH:11][C:12]=1[C:13]1[CH:18]=[CH:17][CH:16]=[CH:15][N:14]=1)[CH:9]=[N:8][CH:7]=[CH:6]2.C[S-].[Na+]. Product: [N:14]1[CH:15]=[CH:16][CH:17]=[CH:18][C:13]=1[C:12]1[CH:11]=[C:10]2[C:5]([CH:6]=[CH:7][N:8]=[CH:9]2)=[CH:4][C:3]=1[OH:2]. The catalyst class is: 9. (3) Reactant: [N:1]([C@H:4]([CH2:7][O:8][CH2:9][CH2:10][CH2:11][CH2:12][CH2:13][CH2:14][CH2:15][CH2:16][CH2:17][CH2:18][CH2:19][CH2:20][CH2:21][CH2:22][CH2:23][CH3:24])[CH2:5][OH:6])=[N+:2]=[N-:3].N1C=CC=CC=1.[O:31](S(C(F)(F)F)(=O)=O)[S:32]([C:35]([F:38])([F:37])[F:36])(=O)=[O:33]. Product: [F:36][C:35]([F:38])([F:37])[S:32]([O:6][CH2:5][C@H:4]([N:1]=[N+:2]=[N-:3])[CH2:7][O:8][CH2:9][CH2:10][CH2:11][CH2:12][CH2:13][CH2:14][CH2:15][CH2:16][CH2:17][CH2:18][CH2:19][CH2:20][CH2:21][CH2:22][CH2:23][CH3:24])(=[O:33])=[O:31]. The catalyst class is: 2. (4) Reactant: C(O)=O.C1N=CN([C:9]([N:11]2C=N[CH:13]=[CH:12]2)=[O:10])C=1.[N+](C[C:19]([O:21][CH2:22][CH3:23])=[O:20])#[C-].CCN(CC)CC. Product: [CH2:22]([O:21][C:19]([C:12]1[N:11]=[CH:9][O:10][CH:13]=1)=[O:20])[CH3:23]. The catalyst class is: 20. (5) Reactant: [CH3:1][O:2][C:3]1[CH:4]=[C:5]([CH:22]=[CH:23][CH:24]=1)[CH2:6][NH:7][C:8]([C:10]1[S:21][C:13]2[N:14]([CH3:20])[C:15](=[O:19])[NH:16][C:17](=[O:18])[C:12]=2[CH:11]=1)=[O:9].C(=O)([O-])[O-].[Cs+].[Cs+].Br[CH2:32][C:33]1[CH:38]=[CH:37][C:36]([S:39]([N:42]2[CH2:47][CH2:46][O:45][CH2:44][CH2:43]2)(=[O:41])=[O:40])=[CH:35][CH:34]=1.O. Product: [CH3:1][O:2][C:3]1[CH:4]=[C:5]([CH:22]=[CH:23][CH:24]=1)[CH2:6][NH:7][C:8]([C:10]1[S:21][C:13]2[N:14]([CH3:20])[C:15](=[O:19])[N:16]([CH2:32][C:33]3[CH:38]=[CH:37][C:36]([S:39]([N:42]4[CH2:47][CH2:46][O:45][CH2:44][CH2:43]4)(=[O:41])=[O:40])=[CH:35][CH:34]=3)[C:17](=[O:18])[C:12]=2[CH:11]=1)=[O:9]. The catalyst class is: 3. (6) Reactant: [CH3:1][CH:2]1[CH2:6][CH:5]([C:7]([O:9]C)=O)[C:4](=O)[CH2:3]1.S(O)(O)(=O)=O.[CH3:17][S:18][C:19](=[NH:21])[NH2:20].[OH-].[K+]. Product: [CH3:1][CH:2]1[CH2:3][C:4]2[N:20]=[C:19]([S:18][CH3:17])[NH:21][C:7](=[O:9])[C:5]=2[CH2:6]1. The catalyst class is: 6. (7) Reactant: C(NC(C)C)(C)C.[Li]CCCC.COP([CH2:19][C:20]1[N:21]([CH3:36])[C:22]2[C:27]([N:28]=1)=[C:26]([N:29]1[CH2:34][CH2:33][O:32][CH2:31][CH2:30]1)[N:25]=[C:24]([Cl:35])[N:23]=2)(=O)OC.[C:37]([O:41][C:42]([N:44]1[CH2:47][C:46](=O)[CH2:45]1)=[O:43])([CH3:40])([CH3:39])[CH3:38]. Product: [C:37]([O:41][C:42]([N:44]1[CH2:47][C:46](=[CH:19][C:20]2[N:21]([CH3:36])[C:22]3[C:27]([N:28]=2)=[C:26]([N:29]2[CH2:30][CH2:31][O:32][CH2:33][CH2:34]2)[N:25]=[C:24]([Cl:35])[N:23]=3)[CH2:45]1)=[O:43])([CH3:40])([CH3:38])[CH3:39]. The catalyst class is: 1.